This data is from Full USPTO retrosynthesis dataset with 1.9M reactions from patents (1976-2016). The task is: Predict the reactants needed to synthesize the given product. (1) Given the product [CH:24]([CH:4]1[CH2:5][CH2:6][CH:1]([N:7]2[C:12](=[O:13])[C:11]3[S:14][CH:15]=[C:16]([C:17]4[CH:18]=[CH:19][CH:20]=[CH:21][CH:22]=4)[C:10]=3[N:9]=[CH:8]2)[CH2:2][CH2:3]1)([CH3:28])[CH3:25], predict the reactants needed to synthesize it. The reactants are: [C:1]1([N:7]2[C:12](=[O:13])[C:11]3[S:14][CH:15]=[C:16]([C:17]4[CH:22]=[CH:21][CH:20]=[CH:19][CH:18]=4)[C:10]=3[N:9]=[CH:8]2)[CH:6]=[CH:5][CH:4]=[CH:3][CH:2]=1.N[C:24]1[C:28](C2C=CC=CC=2)=CS[C:25]=1C(OC)=O.C(OCC)(OCC)OCC.C(C1CCC(N)CC1)(C)C. (2) The reactants are: [CH2:1]([O:3][C:4]([C@@H:6]1[CH2:10][CH:9]([OH:11])[CH2:8][C@H:7]1[C:12](=[O:19])[NH:13][C:14]1([C:17]#[N:18])[CH2:16][CH2:15]1)=[O:5])[CH3:2].[S:20]([O-])(=[O:23])(=[O:22])[CH3:21]. Given the product [CH2:1]([O:3][C:4]([C@@H:6]1[CH2:10][CH:9]([O:11][S:20]([CH3:21])(=[O:23])=[O:22])[CH2:8][C@H:7]1[C:12](=[O:19])[NH:13][C:14]1([C:17]#[N:18])[CH2:16][CH2:15]1)=[O:5])[CH3:2], predict the reactants needed to synthesize it. (3) Given the product [OH:10][CH2:9][C:7]1[CH:6]=[CH:5][C:3]([NH2:4])=[C:2]([C:16]2[CH:17]=[CH:18][C:13]([O:12][CH3:11])=[CH:14][CH:15]=2)[CH:8]=1, predict the reactants needed to synthesize it. The reactants are: Br[C:2]1[CH:8]=[C:7]([CH2:9][OH:10])[CH:6]=[CH:5][C:3]=1[NH2:4].[CH3:11][O:12][C:13]1[CH:18]=[CH:17][C:16](B(O)O)=[CH:15][CH:14]=1.C(=O)([O-])[O-].[K+].[K+]. (4) Given the product [CH2:28]([O:35][C:36]1[CH:43]=[CH:42][C:39](/[CH:40]=[CH:7]/[C:6]2[S:5][C:4]([C:16]3[CH:17]=[CH:18][C:19]([C:22]([F:23])([F:24])[F:25])=[CH:20][CH:21]=3)=[N:3][C:2]=2[CH3:1])=[CH:38][C:37]=1[CH3:44])[C:29]1[CH:30]=[CH:31][CH:32]=[CH:33][CH:34]=1, predict the reactants needed to synthesize it. The reactants are: [CH3:1][C:2]1[N:3]=[C:4]([C:16]2[CH:21]=[CH:20][C:19]([C:22]([F:25])([F:24])[F:23])=[CH:18][CH:17]=2)[S:5][C:6]=1[CH2:7]P(=O)(OCC)OCC.[H-].[Na+].[CH2:28]([O:35][C:36]1[CH:43]=[CH:42][C:39]([CH:40]=O)=[CH:38][C:37]=1[CH3:44])[C:29]1[CH:34]=[CH:33][CH:32]=[CH:31][CH:30]=1. (5) Given the product [Cl:22][C:19]1[CH:18]=[CH:17][C:16]([CH2:15][O:14][C:11]2[CH:12]=[CH:13][N:8]([C:5]3[CH:6]=[CH:7][C:2]4[N:1]=[C:63]([CH2:62][CH:59]5[CH2:60][CH2:61]5)[N:24]([CH3:25])[C:3]=4[CH:4]=3)[C:9](=[O:23])[CH:10]=2)=[CH:21][CH:20]=1, predict the reactants needed to synthesize it. The reactants are: [NH2:1][C:2]1[CH:7]=[CH:6][C:5]([N:8]2[CH:13]=[CH:12][C:11]([O:14][CH2:15][C:16]3[CH:21]=[CH:20][C:19]([Cl:22])=[CH:18][CH:17]=3)=[CH:10][C:9]2=[O:23])=[CH:4][C:3]=1[NH:24][CH3:25].CN(C(ON1N=NC2C=CC=NC1=2)=[N+](C)C)C.F[P-](F)(F)(F)(F)F.C(N(CC)C(C)C)(C)C.[CH:59]1([CH2:62][C:63](O)=O)[CH2:61][CH2:60]1. (6) Given the product [C:24]1([NH:23][C:2]2[N:7]=[C:6]([C:8]3[CH:9]=[CH:10][C:11]([O:16][CH:17]4[CH2:22][CH2:21][O:20][CH2:19][CH2:18]4)=[C:12]([CH:15]=3)[C:13]#[N:14])[CH:5]=[CH:4][N:3]=2)[CH:29]=[CH:28][CH:27]=[CH:26][CH:25]=1, predict the reactants needed to synthesize it. The reactants are: Cl[C:2]1[N:7]=[C:6]([C:8]2[CH:9]=[CH:10][C:11]([O:16][CH:17]3[CH2:22][CH2:21][O:20][CH2:19][CH2:18]3)=[C:12]([CH:15]=2)[C:13]#[N:14])[CH:5]=[CH:4][N:3]=1.[NH2:23][C:24]1[CH:29]=[CH:28][CH:27]=[CH:26][CH:25]=1. (7) Given the product [O:18]1[CH2:19][CH2:20][CH:15]([NH:14][C:5]2[N:6]=[CH:7][C:8]3[CH:13]=[CH:12][S:11][C:9]=3[N:10]=2)[CH2:16][CH2:17]1, predict the reactants needed to synthesize it. The reactants are: CS([C:5]1[N:6]=[CH:7][C:8]2[CH:13]=[CH:12][S:11][C:9]=2[N:10]=1)(=O)=O.[NH2:14][CH:15]1[CH2:20][CH2:19][O:18][CH2:17][CH2:16]1.CN1CCCC1=O.